This data is from Tyrosyl-DNA phosphodiesterase HTS with 341,365 compounds. The task is: Binary Classification. Given a drug SMILES string, predict its activity (active/inactive) in a high-throughput screening assay against a specified biological target. (1) The compound is s1cc(nc1C)c1ccc(n2nncc2c2occc2)cc1. The result is 0 (inactive). (2) The compound is S(=O)(=O)(N1CCCC1)c1cc2oc(=O)n(c2cc1)CC(=O)NC1CCCc2c1cccc2. The result is 0 (inactive). (3) The drug is O(C(=O)N1CCC(NC(=O)c2nn3c(c2)cccc3)CC1)CC. The result is 0 (inactive). (4) The result is 0 (inactive). The compound is Clc1cc(S(=O)(=O)N2CCN(CC(=O)NCC3(N4CCOCC4)CCCCC3)CC2)ccc1.